From a dataset of Forward reaction prediction with 1.9M reactions from USPTO patents (1976-2016). Predict the product of the given reaction. Given the reactants Cl.[F:2][C:3]1([C:9]([O:11][CH2:12][CH3:13])=[O:10])[CH2:8][CH2:7][NH:6][CH2:5][CH2:4]1.Cl[C:15]1[N:20]=[CH:19][C:18]([B:21]([OH:23])[OH:22])=[CH:17][N:16]=1.O.O.O.O.O.O.O.O.O.O.C(=O)([O-])[O-].[Na+].[Na+], predict the reaction product. The product is: [CH2:12]([O:11][C:9]([C:3]1([F:2])[CH2:4][CH2:5][N:6]([C:15]2[N:20]=[CH:19][C:18]([B:21]([OH:23])[OH:22])=[CH:17][N:16]=2)[CH2:7][CH2:8]1)=[O:10])[CH3:13].